From a dataset of Reaction yield outcomes from USPTO patents with 853,638 reactions. Predict the reaction yield, written as a fraction of the theoretical maximum amount of product (1.0 means a 100% yield; for example, 0.34 means a 34% yield). (1) The yield is 0.710. The reactants are C(C1C=C([NH:10][C:11]([NH:13][C:14]2[CH:19]=[CH:18][CH:17]=[C:16]([Cl:20])[CH:15]=2)=[O:12])N(C2C=CC=C(CO[Si](C(C)(C)C)(C)C)C=2)N=1)(C)(C)C.CCCC[N+](CCCC)(CCCC)CCCC.[F-]. The product is [Cl:20][C:16]1[CH:15]=[C:14]([NH:13][C:11](=[O:12])[NH2:10])[CH:19]=[CH:18][CH:17]=1. The catalyst is C1COCC1. (2) The reactants are [C:1]([NH:6][C:7]1[C:15]2[C:10](=[N:11][CH:12]=[C:13]([Cl:30])[C:14]=2[N:16]2[CH2:21][CH2:20][CH2:19][C@@H:18]([NH:22]C(=O)OC(C)(C)C)[CH2:17]2)[NH:9][CH:8]=1)(=[O:5])[CH2:2][CH2:3][CH3:4]. The catalyst is C(O)(C(F)(F)F)=O. The product is [NH2:22][C@@H:18]1[CH2:19][CH2:20][CH2:21][N:16]([C:14]2[C:13]([Cl:30])=[CH:12][N:11]=[C:10]3[NH:9][CH:8]=[C:7]([NH:6][C:1](=[O:5])[CH2:2][CH2:3][CH3:4])[C:15]=23)[CH2:17]1. The yield is 0.740. (3) The reactants are Cl.Cl.[Cl:3][C:4]1[CH:12]=[C:11]2[C:7]([C:8]([C:19]([N:21]3[CH2:26][CH2:25][C:24]4([C:34]5[C:29](=[N:30][CH:31]=[CH:32][CH:33]=5)[CH2:28][O:27]4)[CH2:23][CH2:22]3)=[O:20])=[CH:9][N:10]2[CH2:13][C@@H:14]2[CH2:18][CH2:17][CH2:16][NH:15]2)=[CH:6][CH:5]=1.[CH2:35](N(CC)CC)C.C=O.C([BH3-])#N.[Na+]. The catalyst is CO. The product is [Cl:3][C:4]1[CH:12]=[C:11]2[C:7]([C:8]([C:19]([N:21]3[CH2:26][CH2:25][C:24]4([C:34]5[C:29](=[N:30][CH:31]=[CH:32][CH:33]=5)[CH2:28][O:27]4)[CH2:23][CH2:22]3)=[O:20])=[CH:9][N:10]2[CH2:13][C@@H:14]2[CH2:18][CH2:17][CH2:16][N:15]2[CH3:35])=[CH:6][CH:5]=1. The yield is 0.770. (4) The reactants are [NH2:1][C:2]1[CH:10]=[CH:9][C:8]([C:11]2[CH:12]=[C:13]3[C:19]([C:20]4[CH:21]=[CH:22][CH:23]=[C:24]5[C:28]=4[NH:27][CH:26]=[CH:25]5)=[CH:18][NH:17][C:14]3=[N:15][CH:16]=2)=[CH:7][C:3]=1[C:4](O)=[O:5].[CH3:29][NH:30][CH3:31].C(N(C(C)C)CC)(C)C.F[P-](F)(F)(F)(F)F.N1(OC(N(C)C)=[N+](C)C)C2N=CC=CC=2N=N1. The catalyst is CN(C=O)C. The product is [NH2:1][C:2]1[CH:10]=[CH:9][C:8]([C:11]2[CH:12]=[C:13]3[C:19]([C:20]4[CH:21]=[CH:22][CH:23]=[C:24]5[C:28]=4[NH:27][CH:26]=[CH:25]5)=[CH:18][NH:17][C:14]3=[N:15][CH:16]=2)=[CH:7][C:3]=1[C:4]([N:30]([CH3:31])[CH3:29])=[O:5]. The yield is 0.0700. (5) The reactants are [CH2:1]([O:3][C:4](=[O:18])[C:5]1[CH:10]=[C:9]([N+:11]([O-:13])=[O:12])[CH:8]=[C:7]([N+:14]([O-:16])=[O:15])[C:6]=1[CH3:17])[CH3:2].CO[CH:21]([N:24]([CH3:26])[CH3:25])OC. The catalyst is CN(C=O)C. The product is [CH2:1]([O:3][C:4](=[O:18])[C:5]1[CH:10]=[C:9]([N+:11]([O-:13])=[O:12])[CH:8]=[C:7]([N+:14]([O-:16])=[O:15])[C:6]=1[CH:17]=[CH:21][N:24]([CH3:26])[CH3:25])[CH3:2]. The yield is 0.480. (6) The reactants are Cl[C:2]1[CH:3]=[C:4]([CH:28]=[CH:29][N:30]=1)[C:5]([NH:7][C:8]1[CH:9]=[C:10]([C:15]2[CH:20]=[CH:19][C:18]([C:21]([NH:23][CH2:24][CH:25]3[CH2:27][CH2:26]3)=[O:22])=[CH:17][CH:16]=2)[C:11]([CH3:14])=[CH:12][CH:13]=1)=[O:6]. The catalyst is C1(CN)CC1. The product is [CH:25]1([CH2:24][NH:23][C:2]2[CH:3]=[C:4]([CH:28]=[CH:29][N:30]=2)[C:5]([NH:7][C:8]2[CH:9]=[C:10]([C:15]3[CH:20]=[CH:19][C:18]([C:21]([NH:23][CH2:24][CH:25]4[CH2:27][CH2:26]4)=[O:22])=[CH:17][CH:16]=3)[C:11]([CH3:14])=[CH:12][CH:13]=2)=[O:6])[CH2:27][CH2:26]1. The yield is 0.320. (7) The reactants are Cl[C:2]1[C:11]2[C:6](=[CH:7][C:8]([O:14][CH3:15])=[C:9]([O:12][CH3:13])[CH:10]=2)[N:5]=[CH:4][CH:3]=1.[CH3:16][C:17]1[CH:22]=[C:21]([CH3:23])[CH:20]=[CH:19][C:18]=1[OH:24].[OH-].[Na+]. The catalyst is COCCOCCOC. The product is [CH3:16][C:17]1[CH:22]=[C:21]([CH3:23])[CH:20]=[CH:19][C:18]=1[O:24][C:2]1[C:11]2[C:6](=[CH:7][C:8]([O:14][CH3:15])=[C:9]([O:12][CH3:13])[CH:10]=2)[N:5]=[CH:4][CH:3]=1. The yield is 0.460. (8) The reactants are CC([O-])(C)C.[K+].[CH3:7][N:8]1[C:16]2[C:11](=[CH:12][CH:13]=[CH:14][CH:15]=2)[C:10]([CH3:17])=[CH:9]1.[SiH2:18]([CH2:21][CH3:22])[CH2:19][CH3:20]. The catalyst is C1COCC1. The product is [CH2:19]([SiH:18]([CH2:21][CH3:22])[C:9]1[N:8]([CH3:7])[C:16]2[C:11]([C:10]=1[CH3:17])=[CH:12][CH:13]=[CH:14][CH:15]=2)[CH3:20]. The yield is 0.650. (9) The reactants are [CH2:1]1[CH2:6][C@H:5]([C:7]([OH:9])=[O:8])[CH2:4][CH2:3][C@H:2]1[CH2:10][NH2:11].[C:12]([O:20][CH:21]([O:25][C:26](ON1C(=O)CCC1=O)=[O:27])[CH2:22][CH2:23][CH3:24])(=[O:19])[C:13]1[CH:18]=[CH:17][CH:16]=[CH:15][CH:14]=1. The catalyst is CC(OC)(C)C.CC(C)=O.O. The product is [C:12]([O:20][CH:21]([O:25][C:26]([NH:11][CH2:10][C@H:2]1[CH2:3][CH2:4][C@H:5]([C:7]([OH:9])=[O:8])[CH2:6][CH2:1]1)=[O:27])[CH2:22][CH2:23][CH3:24])(=[O:19])[C:13]1[CH:18]=[CH:17][CH:16]=[CH:15][CH:14]=1. The yield is 0.190. (10) The reactants are [CH3:1][N:2]1[C:6]2[C:7]([CH3:15])=[C:8]([C:11]([O:13]C)=[O:12])[CH:9]=[CH:10][C:5]=2[S:4][C:3]1=[O:16].[OH-].[Li+]. The catalyst is O1CCCC1.O. The product is [CH3:1][N:2]1[C:6]2[C:7]([CH3:15])=[C:8]([C:11]([OH:13])=[O:12])[CH:9]=[CH:10][C:5]=2[S:4][C:3]1=[O:16]. The yield is 0.830.